Dataset: Reaction yield outcomes from USPTO patents with 853,638 reactions. Task: Predict the reaction yield, written as a fraction of the theoretical maximum amount of product (1.0 means a 100% yield; for example, 0.34 means a 34% yield). The reactants are Cl.Cl.C(OC([C:8]1[CH:9]=[C:10]2[C:14](=[CH:15][CH:16]=1)[NH:13][N:12]=[C:11]2[C:17]1[CH:26]=[CH:25][C:24]2[C:19](=[CH:20][CH:21]=[C:22]([O:27][CH2:28][CH2:29][N:30]3[CH2:36][CH2:35][CH2:34][CH2:33][CH2:32][CH2:31]3)[CH:23]=2)[CH:18]=1)=N)C.[C:37]([NH:40][NH2:41])(=O)[CH3:38].[CH2:42]([N:44](CC)CC)C. The catalyst is CO. The product is [N:30]1([CH2:29][CH2:28][O:27][C:22]2[CH:23]=[C:24]3[C:19](=[CH:20][CH:21]=2)[CH:18]=[C:17]([C:11]2[C:15]4[C:14](=[CH:10][CH:9]=[C:8]([C:42]5[N:44]=[C:37]([CH3:38])[NH:40][N:41]=5)[CH:16]=4)[NH:13][N:12]=2)[CH:26]=[CH:25]3)[CH2:36][CH2:35][CH2:34][CH2:33][CH2:32][CH2:31]1. The yield is 0.200.